This data is from Reaction yield outcomes from USPTO patents with 853,638 reactions. The task is: Predict the reaction yield, written as a fraction of the theoretical maximum amount of product (1.0 means a 100% yield; for example, 0.34 means a 34% yield). (1) The catalyst is C(Cl)Cl.C(OCC)C. The yield is 0.870. The product is [F:20][C:6]1[CH:5]=[C:4]([C:1]([OH:3])([CH3:21])[CH3:2])[CH:9]=[CH:8][C:7]=1[C@@H:10]([NH:12][C:13](=[O:19])[O:14][C:15]([CH3:18])([CH3:17])[CH3:16])[CH3:11]. The reactants are [C:1]([C:4]1[CH:9]=[CH:8][C:7]([C@@H:10]([NH:12][C:13](=[O:19])[O:14][C:15]([CH3:18])([CH3:17])[CH3:16])[CH3:11])=[C:6]([F:20])[CH:5]=1)(=[O:3])[CH3:2].[CH3:21][Mg+].[Br-]. (2) The reactants are [OH:1][C:2]([CH3:35])([CH3:34])[CH2:3][C@@:4]1([C:28]2[CH:33]=[CH:32][CH:31]=[CH:30][CH:29]=2)[O:9][C:8](=[O:10])[N:7]([C@H:11]([C:13]2[CH:18]=[CH:17][C:16](B3OC(C)(C)C(C)(C)O3)=[CH:15][CH:14]=2)[CH3:12])[CH2:6][CH2:5]1.Br[C:37]1[CH:38]=[CH:39][C:40](=[O:46])[N:41]([CH:43]([CH3:45])[CH3:44])[CH:42]=1.C([O-])([O-])=O.[Cs+].[Cs+]. The catalyst is O1CCOCC1.Cl[Pd](Cl)([P](C1C=CC=CC=1)(C1C=CC=CC=1)C1C=CC=CC=1)[P](C1C=CC=CC=1)(C1C=CC=CC=1)C1C=CC=CC=1. The product is [OH:1][C:2]([CH3:35])([CH3:34])[CH2:3][C@@:4]1([C:28]2[CH:33]=[CH:32][CH:31]=[CH:30][CH:29]=2)[O:9][C:8](=[O:10])[N:7]([C@H:11]([C:13]2[CH:14]=[CH:15][C:16]([C:37]3[CH:38]=[CH:39][C:40](=[O:46])[N:41]([CH:43]([CH3:45])[CH3:44])[CH:42]=3)=[CH:17][CH:18]=2)[CH3:12])[CH2:6][CH2:5]1. The yield is 0.210. (3) The reactants are Br[C:2]1[C:3]([NH:21][CH2:22][C:23]2[C:28]([F:29])=[CH:27][CH:26]=[CH:25][C:24]=2[F:30])=[N:4][C:5]([N:8]2[CH2:13][CH2:12][CH:11]([N:14]3[CH2:19][CH2:18][CH2:17][CH:16]([CH3:20])[CH2:15]3)[CH2:10][CH2:9]2)=[N:6][CH:7]=1.OB(O)[C:33]1[CH:38]=[CH:37][C:36]([F:39])=[CH:35][C:34]=1[F:40].C(=O)([O-])O.[Na+].O. The catalyst is C1(C)C=CC=CC=1.C1C=CC([P]([Pd]([P](C2C=CC=CC=2)(C2C=CC=CC=2)C2C=CC=CC=2)([P](C2C=CC=CC=2)(C2C=CC=CC=2)C2C=CC=CC=2)[P](C2C=CC=CC=2)(C2C=CC=CC=2)C2C=CC=CC=2)(C2C=CC=CC=2)C2C=CC=CC=2)=CC=1. The product is [F:30][C:24]1[CH:25]=[CH:26][CH:27]=[C:28]([F:29])[C:23]=1[CH2:22][NH:21][C:3]1[C:2]([C:33]2[CH:38]=[CH:37][C:36]([F:39])=[CH:35][C:34]=2[F:40])=[CH:7][N:6]=[C:5]([N:8]2[CH2:13][CH2:12][CH:11]([N:14]3[CH2:19][CH2:18][CH2:17][CH:16]([CH3:20])[CH2:15]3)[CH2:10][CH2:9]2)[N:4]=1. The yield is 0.140. (4) The reactants are [H-].[Na+].[NH:3]1[CH:7]=[CH:6][N:5]=[CH:4]1.Cl[CH2:9][O:10][CH2:11][CH2:12][Si:13]([CH3:16])([CH3:15])[CH3:14].CO.CCOC(C)=O. The catalyst is C1COCC1. The product is [CH3:14][Si:13]([CH3:16])([CH3:15])[CH2:12][CH2:11][O:10][CH2:9][N:3]1[CH:7]=[CH:6][N:5]=[CH:4]1. The yield is 0.700. (5) The catalyst is O1CCOCC1.C1C=CC(/C=C/C(/C=C/C2C=CC=CC=2)=O)=CC=1.C1C=CC(/C=C/C(/C=C/C2C=CC=CC=2)=O)=CC=1.C1C=CC(/C=C/C(/C=C/C2C=CC=CC=2)=O)=CC=1.[Pd].[Pd]. The reactants are Br[C:2]1[C:3]2[N:4]([N:27]=[CH:28][N:29]=2)[CH:5]=[C:6]([C:8]2[CH:9]=[C:10]([CH:24]=[CH:25][CH:26]=2)[C:11]([NH:13][C:14]2[CH:19]=[CH:18][C:17]([C:20](=[O:23])[NH:21][CH3:22])=[CH:16][CH:15]=2)=[O:12])[CH:7]=1.[CH3:30][O:31][C:32]1[CH:33]=[CH:34][C:35]([NH2:40])=[N:36][C:37]=1[O:38][CH3:39].CC(C1C=C(C(C)C)C(C2C=CC=CC=2P(C2CCCCC2)C2CCCCC2)=C(C(C)C)C=1)C.C([O-])([O-])=O.[Cs+].[Cs+]. The product is [CH3:30][O:31][C:32]1[CH:33]=[CH:34][C:35]([NH:40][C:2]2[C:3]3[N:4]([N:27]=[CH:28][N:29]=3)[CH:5]=[C:6]([C:8]3[CH:9]=[C:10]([CH:24]=[CH:25][CH:26]=3)[C:11]([NH:13][C:14]3[CH:19]=[CH:18][C:17]([C:20](=[O:23])[NH:21][CH3:22])=[CH:16][CH:15]=3)=[O:12])[CH:7]=2)=[N:36][C:37]=1[O:38][CH3:39]. The yield is 0.0850. (6) The reactants are [Cl:1][C:2]1[CH:3]=[C:4]([CH2:9][C:10]#[N:11])[CH:5]=[CH:6][C:7]=1[Cl:8].[NH2-].[Na+].[CH2:14]([CH:16]1[O:18][CH2:17]1)Cl.[Cl-].N. The catalyst is C1COCC1. The product is [Cl:1][C:2]1[CH:3]=[C:4]([C:9]2([C:10]#[N:11])[CH2:14][CH:16]2[CH2:17][OH:18])[CH:5]=[CH:6][C:7]=1[Cl:8]. The yield is 0.750. (7) The reactants are [OH-].[Na+].[Cl:3][C:4]1[CH:9]=[CH:8][CH:7]=[C:6]([Cl:10])[C:5]=1[C:11]1[C:15]([CH2:16][O:17][C:18]2[CH:23]=[CH:22][C:21]([C:24]3[CH:25]=[C:26]4[C:31](=[CH:32][CH:33]=3)[N:30]=[C:29]([C:34]([O:36]CC)=[O:35])[CH:28]=[C:27]4[CH3:39])=[CH:20][CH:19]=2)=[C:14]([CH:40]([CH3:42])[CH3:41])[O:13][N:12]=1.Cl.O. The catalyst is O1CCCC1.CO. The product is [Cl:10][C:6]1[CH:7]=[CH:8][CH:9]=[C:4]([Cl:3])[C:5]=1[C:11]1[C:15]([CH2:16][O:17][C:18]2[CH:23]=[CH:22][C:21]([C:24]3[CH:25]=[C:26]4[C:31](=[CH:32][CH:33]=3)[N:30]=[C:29]([C:34]([OH:36])=[O:35])[CH:28]=[C:27]4[CH3:39])=[CH:20][CH:19]=2)=[C:14]([CH:40]([CH3:42])[CH3:41])[O:13][N:12]=1. The yield is 0.910.